This data is from Forward reaction prediction with 1.9M reactions from USPTO patents (1976-2016). The task is: Predict the product of the given reaction. (1) Given the reactants C[O:2][C:3](=[O:6])[CH:4]=[CH2:5].[F:7][C:8]([F:21])([F:20])[C:9]1[S:13][C:12]([N:14]2[CH2:19][CH2:18][NH:17][CH2:16][CH2:15]2)=[N:11][N:10]=1.[OH-].[Li+:23], predict the reaction product. The product is: [Li+:23].[F:21][C:8]([F:7])([F:20])[C:9]1[S:13][C:12]([N:14]2[CH2:19][CH2:18][N:17]([CH2:5][CH2:4][C:3]([O-:2])=[O:6])[CH2:16][CH2:15]2)=[N:11][N:10]=1. (2) Given the reactants [Cl:1][C:2]1[CH:7]=[C:6]([O:8][C:9]2[CH:14]=[CH:13][C:12]([N+:15]([O-])=O)=[CH:11][CH:10]=2)[N:5]=[CH:4][N:3]=1, predict the reaction product. The product is: [Cl:1][C:2]1[CH:7]=[C:6]([O:8][C:9]2[CH:14]=[CH:13][C:12]([NH2:15])=[CH:11][CH:10]=2)[N:5]=[CH:4][N:3]=1. (3) Given the reactants [CH3:1][C:2]1[N:3]([C:8]2[CH:13]=[CH:12][C:11]([CH:14]3[CH2:16][O:15]3)=[CH:10][N:9]=2)[C:4]([CH3:7])=[CH:5][CH:6]=1.[NH2:17][C@@H:18]([CH3:21])[CH2:19][OH:20].C(O[BH-](OC(=O)C)OC(=O)C)(=O)C.[Na+].[CH:36](=O)[CH2:37][CH3:38].C(O)(=O)C, predict the reaction product. The product is: [CH3:1][C:2]1[N:3]([C:8]2[N:9]=[CH:10][C:11]([CH:14]([OH:15])[CH2:16][N:17]([CH2:36][CH2:37][CH3:38])[C@@H:18]([CH3:21])[CH2:19][OH:20])=[CH:12][CH:13]=2)[C:4]([CH3:7])=[CH:5][CH:6]=1. (4) The product is: [CH3:1][S:2]([O:12][CH2:11][CH2:10][CH:8]1[CH2:9][C:7]1([F:13])[F:6])(=[O:4])=[O:3]. Given the reactants [CH3:1][S:2](Cl)(=[O:4])=[O:3].[F:6][C:7]1([F:13])[CH2:9][CH:8]1[CH2:10][CH2:11][OH:12].C(N(CC)CC)C.O, predict the reaction product. (5) Given the reactants ClC1C=C(C=CC=1)C(OO)=[O:6].[C:12]1([O:18][CH2:19][C:20](=[CH2:22])[CH3:21])[CH:17]=[CH:16][CH:15]=[CH:14][CH:13]=1.CCOCC.C(=O)(O)[O-].[Na+], predict the reaction product. The product is: [O:6]1[C:20]([CH3:21])([CH2:19][O:18][C:12]2[CH:17]=[CH:16][CH:15]=[CH:14][CH:13]=2)[CH2:22]1.